This data is from Catalyst prediction with 721,799 reactions and 888 catalyst types from USPTO. The task is: Predict which catalyst facilitates the given reaction. (1) Reactant: [H-].[Na+].[CH2:3]([O:10][C:11]1[CH:16]=[CH:15][C:14]([C:17]2[N:21]=[CH:20][N:19]([CH2:22][C:23]([C:25]3[CH:30]=[CH:29][C:28]([F:31])=[CH:27][C:26]=3[F:32])=[O:24])[N:18]=2)=[CH:13][CH:12]=1)[C:4]1[CH:9]=[CH:8][CH:7]=[CH:6][CH:5]=1.[CH3:33]I.O. Product: [CH2:3]([O:10][C:11]1[CH:12]=[CH:13][C:14]([C:17]2[N:21]=[CH:20][N:19]([CH:22]([CH3:33])[C:23]([C:25]3[CH:30]=[CH:29][C:28]([F:31])=[CH:27][C:26]=3[F:32])=[O:24])[N:18]=2)=[CH:15][CH:16]=1)[C:4]1[CH:9]=[CH:8][CH:7]=[CH:6][CH:5]=1. The catalyst class is: 3. (2) Reactant: [NH:1]1[CH:5]=[N:4][CH:3]=[N:2]1.[H-].[Na+].[CH2:8]([O:15][CH2:16][CH2:17][CH2:18][O:19][C:20]1[CH:25]=[CH:24][C:23]([CH:26]2[CH:31]([O:32][CH2:33][C:34]3[CH:43]=[CH:42][C:41]4[C:36](=[CH:37][CH:38]=[CH:39][CH:40]=4)[CH:35]=3)[CH2:30][N:29]([C:44]([O:46][C:47]([CH3:50])([CH3:49])[CH3:48])=[O:45])[CH2:28][CH:27]2[CH2:51]OS(C)(=O)=O)=[CH:22][CH:21]=1)[C:9]1[CH:14]=[CH:13][CH:12]=[CH:11][CH:10]=1. Product: [CH2:8]([O:15][CH2:16][CH2:17][CH2:18][O:19][C:20]1[CH:21]=[CH:22][C:23]([CH:26]2[CH:27]([CH2:51][N:1]3[CH:5]=[N:4][CH:3]=[N:2]3)[CH2:28][N:29]([C:44]([O:46][C:47]([CH3:48])([CH3:50])[CH3:49])=[O:45])[CH2:30][CH:31]2[O:32][CH2:33][C:34]2[CH:43]=[CH:42][C:41]3[C:36](=[CH:37][CH:38]=[CH:39][CH:40]=3)[CH:35]=2)=[CH:24][CH:25]=1)[C:9]1[CH:14]=[CH:13][CH:12]=[CH:11][CH:10]=1. The catalyst class is: 3. (3) Reactant: [CH2:1]([C:3]1[N:4]=[C:5]([C:11]2[CH:16]=[CH:15][C:14]([C:17]([F:20])([F:19])[F:18])=[CH:13][CH:12]=2)[O:6][C:7]=1[CH:8]([OH:10])[CH3:9])[CH3:2].[CH3:21][O:22][C:23](=[O:34])[CH2:24][CH2:25][C:26]1[CH:31]=[CH:30][C:29](O)=[CH:28][C:27]=1[CH3:33].C(P(CCCC)CCCC)CCC.N(C(N1CCCCC1)=O)=NC(N1CCCCC1)=O. Product: [CH3:21][O:22][C:23](=[O:34])[CH2:24][CH2:25][C:26]1[CH:31]=[CH:30][C:29]([O:10][CH:8]([C:7]2[O:6][C:5]([C:11]3[CH:16]=[CH:15][C:14]([C:17]([F:20])([F:19])[F:18])=[CH:13][CH:12]=3)=[N:4][C:3]=2[CH2:1][CH3:2])[CH3:9])=[CH:28][C:27]=1[CH3:33]. The catalyst class is: 345. (4) Reactant: [CH3:1][C@@H:2]1[CH2:7][CH2:6][C@H:5]([O:8][C:9]2[C:18]([C:19]([F:22])([F:21])[F:20])=[C:17]3[C:12]([CH:13]=[CH:14][C:15]([CH:23](O)[CH3:24])=[CH:16]3)=[CH:11][CH:10]=2)[CH2:4][CH2:3]1.P(Br)(Br)[Br:27].CCOC(C)=O.O. Product: [Br:27][CH:23]([C:15]1[CH:16]=[C:17]2[C:12]([CH:11]=[CH:10][C:9]([O:8][C@H:5]3[CH2:6][CH2:7][C@@H:2]([CH3:1])[CH2:3][CH2:4]3)=[C:18]2[C:19]([F:21])([F:22])[F:20])=[CH:13][CH:14]=1)[CH3:24]. The catalyst class is: 76.